From a dataset of Aqueous solubility values for 9,982 compounds from the AqSolDB database. Regression/Classification. Given a drug SMILES string, predict its absorption, distribution, metabolism, or excretion properties. Task type varies by dataset: regression for continuous measurements (e.g., permeability, clearance, half-life) or binary classification for categorical outcomes (e.g., BBB penetration, CYP inhibition). For this dataset (solubility_aqsoldb), we predict Y. (1) The molecule is Cc1ncnc2c(O)cccc12. The Y is -2.60 log mol/L. (2) The molecule is CC1=NN(c2cccc(S(=O)(=O)O)c2)C(=O)C1. The Y is -1.77 log mol/L.